Dataset: Full USPTO retrosynthesis dataset with 1.9M reactions from patents (1976-2016). Task: Predict the reactants needed to synthesize the given product. (1) Given the product [CH3:32][C:29]1[S:30][CH:31]=[C:27]([CH2:26][O:22][C:17]2[CH:16]=[C:15]([CH2:14][C@@H:12]([CH3:13])[C@@H:2]([CH3:1])[CH2:3][C:4]3[CH:9]=[CH:8][C:7]([O:10][CH2:26][C:27]4[N:28]=[C:29]([CH3:32])[S:30][CH:31]=4)=[C:6]([O:11][CH2:26][C:27]4[N:28]=[C:29]([CH3:32])[S:30][CH:31]=4)[CH:5]=3)[CH:20]=[CH:19][C:18]=2[O:21][CH2:26][C:27]2[N:34]=[C:29]([CH3:32])[S:30][CH:31]=2)[N:28]=1, predict the reactants needed to synthesize it. The reactants are: [CH3:1][CH:2]([CH:12]([CH2:14][C:15]1[CH:20]=[CH:19][C:18]([OH:21])=[C:17]([OH:22])[CH:16]=1)[CH3:13])[CH2:3][C:4]1[CH:9]=[CH:8][C:7]([OH:10])=[C:6]([OH:11])[CH:5]=1.[H-].[Na+].Cl[CH2:26][C:27]1[N:28]=[C:29]([CH3:32])[S:30][CH:31]=1.[Cl-].[NH4+:34]. (2) Given the product [CH3:1][C:2]1[C:37]([C:38](=[O:41])[NH:39][CH3:40])=[CH:36][CH:35]=[CH:34][C:3]=1[O:4][C:5]1[C:6]([C:22]([NH2:24])=[O:23])=[C:7]([NH:13][C:14]2[CH:19]=[CH:18][C:17]([I:20])=[CH:16][C:15]=2[F:21])[N:8]([CH3:12])[C:9](=[O:11])[CH:10]=1, predict the reactants needed to synthesize it. The reactants are: [CH3:1][C:2]1[C:37]([C:38](=[O:41])[NH:39][CH3:40])=[CH:36][CH:35]=[CH:34][C:3]=1[O:4][C:5]1[C:6]([C:22]([NH:24]CC2C=CC(OC)=CC=2)=[O:23])=[C:7]([NH:13][C:14]2[CH:19]=[CH:18][C:17]([I:20])=[CH:16][C:15]=2[F:21])[N:8]([CH3:12])[C:9](=[O:11])[CH:10]=1.[Cl-].[Al+3].[Cl-].[Cl-]. (3) Given the product [F:22][C:12]1[CH:11]=[C:10]([O:9][CH2:8][C:7]2[S:6][C:5]([C:23]3[CH:28]=[CH:27][C:26]([C:29]([F:32])([F:31])[F:30])=[CH:25][CH:24]=3)=[N:4][C:3]=2[CH2:2][N:41]2[CH2:24][CH2:25][CH:26]([C:29]([F:32])([F:31])[F:30])[CH2:40][CH2:39]2)[CH:15]=[CH:14][C:13]=1[C:16]1[NH:20][C:19](=[O:21])[O:18][N:17]=1, predict the reactants needed to synthesize it. The reactants are: Br[CH2:2][C:3]1[N:4]=[C:5]([C:23]2[CH:28]=[CH:27][C:26]([C:29]([F:32])([F:31])[F:30])=[CH:25][CH:24]=2)[S:6][C:7]=1[CH2:8][O:9][C:10]1[CH:15]=[CH:14][C:13]([C:16]2[NH:20][C:19](=[O:21])[O:18][N:17]=2)=[C:12]([F:22])[CH:11]=1.C(=O)([O-])[O-].[K+].[K+].[C:39](#[N:41])[CH3:40]. (4) The reactants are: C[O-].[Na+].[NH2:4][C:5]1[C:10]([OH:11])=[CH:9][CH:8]=[CH:7][N:6]=1.[F:12][C:13]1[CH:20]=[CH:19][CH:18]=[C:17]([F:21])[C:14]=1[CH2:15]Br.O. Given the product [F:12][C:13]1[CH:20]=[CH:19][CH:18]=[C:17]([F:21])[C:14]=1[CH2:15][O:11][C:10]1[C:5]([NH2:4])=[N:6][CH:7]=[CH:8][CH:9]=1, predict the reactants needed to synthesize it.